Dataset: Forward reaction prediction with 1.9M reactions from USPTO patents (1976-2016). Task: Predict the product of the given reaction. Given the reactants C[Si](C)(C)[C:3]1[N:4]=[N:5][NH:6][C:7]=1[CH2:8][O:9][C:10]1[CH:11]=[C:12]([CH:17]=[CH:18][CH:19]=1)[C:13]([O:15]C)=[O:14].O1CCCC1.[OH-].[Li+].Cl, predict the reaction product. The product is: [NH:4]1[CH:3]=[C:7]([CH2:8][O:9][C:10]2[CH:11]=[C:12]([CH:17]=[CH:18][CH:19]=2)[C:13]([OH:15])=[O:14])[N:6]=[N:5]1.